This data is from Catalyst prediction with 721,799 reactions and 888 catalyst types from USPTO. The task is: Predict which catalyst facilitates the given reaction. (1) Reactant: [CH:1]12[CH2:7][CH:4]([CH:5]=[CH:6]1)[CH2:3][CH:2]2[CH:8]([OH:19])[C:9]([F:18])([F:17])[C:10](O)([OH:15])[C:11]([F:14])([F:13])[F:12]. Product: [OH:19][CH:8]([CH:2]1[CH2:3][CH:4]2[CH2:7][CH:1]1[CH:6]=[CH:5]2)[C:9]([F:17])([F:18])[C:10](=[O:15])[C:11]([F:13])([F:14])[F:12]. The catalyst class is: 11. (2) Reactant: Cl.I[C:3]1[C:11]2[C:10]([NH2:12])=[N:9][CH:8]=[N:7][C:6]=2[N:5]([C@H:13]2[CH2:18][CH2:17][C@H:16]([N:19]3[CH2:24][CH2:23][N:22]([CH3:25])[CH2:21][CH2:20]3)[CH2:15][CH2:14]2)[CH:4]=1.[O:26]([C:33]1[CH:40]=[CH:39][C:38](B2[O:45][C:44]([CH3:47])(C)C(C)(C)O2)=[CH:37][C:34]=1[CH:35]=[O:36])[C:27]1[CH:32]=[CH:31][CH:30]=[CH:29][CH:28]=1.[OH2:50].C(=O)([O-])[O-:52].[Na+].[Na+]. Product: [C:44]([OH:52])(=[O:45])[CH3:47].[C:27]([OH:26])(=[O:50])[CH3:28].[NH2:12][C:10]1[C:11]2[C:3]([C:38]3[CH:39]=[CH:40][C:33]([O:26][C:27]4[CH:32]=[CH:31][CH:30]=[CH:29][CH:28]=4)=[C:34]([CH:37]=3)[CH:35]=[O:36])=[CH:4][N:5]([C@H:13]3[CH2:18][CH2:17][C@H:16]([N:19]4[CH2:24][CH2:23][N:22]([CH3:25])[CH2:21][CH2:20]4)[CH2:15][CH2:14]3)[C:6]=2[N:7]=[CH:8][N:9]=1. The catalyst class is: 108. (3) Reactant: [C:1](Cl)(=[O:5])[CH:2]([CH3:4])[CH3:3].[N:7]1[CH:12]=[CH:11][CH:10]=[CH:9][C:8]=1[NH:13][C:14]1[S:15][C:16]2[CH2:24][CH2:23][C:22]3[NH:21][N:20]=[CH:19][C:18]=3[C:17]=2[N:25]=1. Product: [CH3:3][CH:2]([CH3:4])[C:1]([N:21]1[C:22]2[CH2:23][CH2:24][C:16]3[S:15][C:14]([NH:13][C:8]4[CH:9]=[CH:10][CH:11]=[CH:12][N:7]=4)=[N:25][C:17]=3[C:18]=2[CH:19]=[N:20]1)=[O:5]. The catalyst class is: 1. (4) Reactant: [CH:1](NC(C)C)(C)C.C([Li])CCC.[Cl:13][C:14]1[CH:19]=[CH:18][C:17]([N:20]2[CH2:25][CH2:24][CH:23]([C:26]([O:28][CH3:29])=[O:27])[CH2:22][CH2:21]2)=[CH:16][C:15]=1[O:30][CH3:31].IC. Product: [Cl:13][C:14]1[CH:19]=[CH:18][C:17]([N:20]2[CH2:25][CH2:24][C:23]([CH3:1])([C:26]([O:28][CH3:29])=[O:27])[CH2:22][CH2:21]2)=[CH:16][C:15]=1[O:30][CH3:31]. The catalyst class is: 20. (5) Reactant: [CH3:1][O:2][C:3]1[CH:4]=[C:5]2[CH2:14][CH:13]([CH2:15][CH:16]3[CH2:21][CH2:20][N:19]([CH2:22][C:23]4[CH:24]=[CH:25][CH:26]=[CH:27][CH:28]=4)[CH2:18][CH2:17]3)[C:11](=[O:12])[C:6]2=[CH:7][C:8]=1[O:9][CH3:10].O.[C:30]1([CH3:40])[CH:35]=[CH:34][C:33]([S:36]([OH:39])(=[O:38])=[O:37])=[CH:32][CH:31]=1.C(OC(C)C)(C)C. Product: [CH3:1][O:2][C:3]1[CH:4]=[C:5]2[CH2:14][CH:13]([CH2:15][CH:16]3[CH2:17][CH2:18][N:19]([CH2:22][C:23]4[CH:28]=[CH:27][CH:26]=[CH:25][CH:24]=4)[CH2:20][CH2:21]3)[C:11](=[O:12])[C:6]2=[CH:7][C:8]=1[O:9][CH3:10].[CH3:40][C:30]1[CH:35]=[CH:34][C:33]([S:36]([OH:39])(=[O:38])=[O:37])=[CH:32][CH:31]=1. The catalyst class is: 8.